From a dataset of Forward reaction prediction with 1.9M reactions from USPTO patents (1976-2016). Predict the product of the given reaction. Given the reactants [CH3:1][O:2][CH:3]([O:23][CH3:24])[C:4]1[C:13]([CH2:14][N:15]2[CH2:20][CH2:19][N:18]([CH3:21])[CH2:17][C:16]2=[O:22])=[CH:12][C:11]2[CH2:10][CH2:9][CH2:8][NH:7][C:6]=2[N:5]=1.C1([O:31][C:32](=O)[NH:33][C:34]2[CH:39]=[C:38]([O:40][CH2:41][CH2:42][O:43][CH3:44])[C:37]([C:45]#[N:46])=[CH:36][N:35]=2)C=CC=CC=1, predict the reaction product. The product is: [C:45]([C:37]1[C:38]([O:40][CH2:41][CH2:42][O:43][CH3:44])=[CH:39][C:34]([NH:33][C:32]([N:7]2[C:6]3[C:11](=[CH:12][C:13]([CH2:14][N:15]4[CH2:20][CH2:19][N:18]([CH3:21])[CH2:17][C:16]4=[O:22])=[C:4]([CH:3]([O:23][CH3:24])[O:2][CH3:1])[N:5]=3)[CH2:10][CH2:9][CH2:8]2)=[O:31])=[N:35][CH:36]=1)#[N:46].